This data is from Full USPTO retrosynthesis dataset with 1.9M reactions from patents (1976-2016). The task is: Predict the reactants needed to synthesize the given product. (1) Given the product [Cl:29][C:13]1[CH:12]=[C:11]([NH:10][C:9]2[N:8]=[C:6]([NH2:7])[NH:5][N:4]=2)[CH:16]=[C:15]([Cl:17])[C:14]=1[S:18][C:19]1[CH:24]=[CH:23][C:22]([C:25]([F:28])([F:27])[F:26])=[CH:21][CH:20]=1, predict the reactants needed to synthesize it. The reactants are: C(O)C.[NH2:4][NH2:5].[C:6]([N:8]=[C:9](SC)[NH:10][C:11]1[CH:16]=[C:15]([Cl:17])[C:14]([S:18][C:19]2[CH:24]=[CH:23][C:22]([C:25]([F:28])([F:27])[F:26])=[CH:21][CH:20]=2)=[C:13]([Cl:29])[CH:12]=1)#[N:7]. (2) Given the product [I:1][C:2]1[CH:3]=[CH:4][C:5]2[N:6]([CH:8]=[C:9]([C:11]3[CH:18]=[CH:17][C:14]([CH:15]([OH:16])[CH3:19])=[CH:13][CH:12]=3)[N:10]=2)[CH:7]=1, predict the reactants needed to synthesize it. The reactants are: [I:1][C:2]1[CH:3]=[CH:4][C:5]2[N:6]([CH:8]=[C:9]([C:11]3[CH:18]=[CH:17][C:14]([CH:15]=[O:16])=[CH:13][CH:12]=3)[N:10]=2)[CH:7]=1.[CH3:19][Mg]Br.[Cl-].[NH4+].O.